From a dataset of Reaction yield outcomes from USPTO patents with 853,638 reactions. Predict the reaction yield, written as a fraction of the theoretical maximum amount of product (1.0 means a 100% yield; for example, 0.34 means a 34% yield). (1) The reactants are [CH3:1][N:2]([CH3:19])[C:3]1[CH:18]=[CH:17][C:6]([C:7]([NH:9][C:10]2[CH:15]=[CH:14][C:13]([F:16])=[CH:12][CH:11]=2)=[O:8])=[CH:5][N:4]=1.ClC1C=C(C=CC=1)C(OO)=[O:25]. The catalyst is ClCCl.CO.C(Cl)(Cl)Cl. The product is [CH3:1][N:2]([CH3:19])[C:3]1[CH:18]=[CH:17][C:6]([C:7]([NH+:9]([O-:25])[C:10]2[CH:15]=[CH:14][C:13]([F:16])=[CH:12][CH:11]=2)=[O:8])=[CH:5][N:4]=1. The yield is 0.130. (2) The reactants are [CH3:1][N:2]1[CH2:7][CH2:6][CH:5]([O:8][C:9]2[CH:14]=[CH:13][C:12]([C:15]3[CH:20]=[CH:19][CH:18]=[C:17]([NH2:21])[CH:16]=3)=[CH:11][CH:10]=2)[CH2:4][CH2:3]1.C(N([CH2:27][CH3:28])CC)C.Cl[CH2:30][Cl:31]. No catalyst specified. The product is [Cl:31][C:30]1[CH:28]=[CH:27][CH:12]=[CH:11][C:10]=1[C:9]([NH:21][C:17]1[CH:16]=[C:15]([C:12]2[CH:11]=[CH:10][C:9]([O:8][CH:5]3[CH2:4][CH2:3][N:2]([CH3:1])[CH2:7][CH2:6]3)=[CH:14][CH:13]=2)[CH:20]=[CH:19][CH:18]=1)=[O:8]. The yield is 0.610.